Dataset: Retrosynthesis with 50K atom-mapped reactions and 10 reaction types from USPTO. Task: Predict the reactants needed to synthesize the given product. (1) The reactants are: Cc1cc(CCCCCBr)on1.N#Cc1cc(Cl)c(O)c(Cl)c1. Given the product Cc1cc(CCCCCOc2c(Cl)cc(C#N)cc2Cl)on1, predict the reactants needed to synthesize it. (2) Given the product Cc1cccc(C)c1N(Cn1cncn1)C(=O)CCl, predict the reactants needed to synthesize it. The reactants are: Cc1cccc(C)c1N(CCl)C(=O)CCl.c1nc[nH]n1. (3) Given the product O=C(c1cccc(-c2cnc3c(c2)N(Cc2cc(Cl)ccc2C(F)(F)F)CCN3)c1)N1CCN(c2ccc(Cl)cc2)CC1, predict the reactants needed to synthesize it. The reactants are: Clc1ccc(N2CCNCC2)cc1.O=C(O)c1cccc(-c2cnc3c(c2)N(Cc2cc(Cl)ccc2C(F)(F)F)CCN3)c1. (4) The reactants are: CCCCN1CC[C@@H](N(C(=O)OC(C)(C)C)c2ccc(/C=C/C(=O)OCC)cn2)C1. Given the product CCCCN1CC[C@@H](N(C(=O)OC(C)(C)C)c2ccc(/C=C/C(=O)O)cn2)C1, predict the reactants needed to synthesize it. (5) Given the product COC(=O)c1cc(N=C=S)c(C)cc1OC, predict the reactants needed to synthesize it. The reactants are: COC(=O)c1cc(N)c(C)cc1OC.S=C=S.